This data is from Reaction yield outcomes from USPTO patents with 853,638 reactions. The task is: Predict the reaction yield, written as a fraction of the theoretical maximum amount of product (1.0 means a 100% yield; for example, 0.34 means a 34% yield). (1) The reactants are [CH2:1]([C@@:4]1([C:27]2[CH:32]=[CH:31][C:30]([F:33])=[CH:29][CH:28]=2)[O:9][C:8](=[O:10])[N:7]([C@H:11]([C:13]2[CH:18]=[CH:17][C:16]([C:19]3[C:20](=[O:26])[N:21]([CH3:25])[CH:22]=[CH:23][CH:24]=3)=[CH:15][CH:14]=2)[CH3:12])[CH2:6][CH2:5]1)[CH:2]=[CH2:3].C(BC(C(C)C)C)(C(C)C)C.C1C[O:48]CC1. No catalyst specified. The product is [F:33][C:30]1[CH:31]=[CH:32][C:27]([C@:4]2([CH2:1][CH2:2][CH2:3][OH:48])[O:9][C:8](=[O:10])[N:7]([C@H:11]([C:13]3[CH:14]=[CH:15][C:16]([C:19]4[C:20](=[O:26])[N:21]([CH3:25])[CH:22]=[CH:23][CH:24]=4)=[CH:17][CH:18]=3)[CH3:12])[CH2:6][CH2:5]2)=[CH:28][CH:29]=1. The yield is 0.300. (2) The reactants are Br[C:2]([CH3:6])([CH3:5])[CH:3]=[O:4].[CH2:7]([N:9]1[CH2:14][CH2:13][NH:12][CH2:11][CH2:10]1)[CH3:8].Cl.[OH-].[K+]. The catalyst is C(Cl)Cl. The product is [CH2:7]([N:9]1[CH2:14][CH2:13][N:12]([C:2]([CH3:6])([CH3:5])[CH:3]=[O:4])[CH2:11][CH2:10]1)[CH3:8]. The yield is 0.900. (3) The reactants are O.[OH-].[Li+].C([O:6][C:7](=[O:27])[CH:8]([O:24][CH2:25][CH3:26])[CH2:9][C:10]1[CH:15]=[CH:14][C:13]([O:16][CH2:17][C:18]2[CH:23]=[CH:22][CH:21]=[CH:20][CH:19]=2)=[CH:12][CH:11]=1)C. The catalyst is O.O1CCOCC1. The product is [CH2:17]([O:16][C:13]1[CH:12]=[CH:11][C:10]([CH2:9][CH:8]([O:24][CH2:25][CH3:26])[C:7]([OH:27])=[O:6])=[CH:15][CH:14]=1)[C:18]1[CH:23]=[CH:22][CH:21]=[CH:20][CH:19]=1. The yield is 0.992. (4) The reactants are [NH2:1][C:2]1[N:7]=[CH:6][N:5]=[C:4]([NH:8][C@H:9]([C:11]2[N:16]([C:17]3[CH:22]=[CH:21][CH:20]=[CH:19][CH:18]=3)[C:15](=[O:23])[C:14]3=[C:24]([CH3:27])[CH:25]=[CH:26][N:13]3[N:12]=2)[CH3:10])[C:3]=1Br.[CH3:29][O:30][C:31]1[CH:36]=[CH:35][C:34]([S:37]([NH:40][C:41]2[CH:49]=[C:48](B3OC(C)(C)C(C)(C)O3)[CH:47]=[C:46]3[C:42]=2[CH:43]=[CH:44][N:45]3[CH2:59][O:60][CH2:61][CH2:62][Si:63]([CH3:66])([CH3:65])[CH3:64])(=[O:39])=[O:38])=[CH:33][CH:32]=1.C(=O)([O-])[O-].[Cs+].[Cs+]. The catalyst is O1CCOCC1.C(OCC)(=O)C. The product is [NH2:1][C:2]1[C:3]([C:48]2[CH:47]=[C:46]3[C:42]([CH:43]=[CH:44][N:45]3[CH2:59][O:60][CH2:61][CH2:62][Si:63]([CH3:66])([CH3:65])[CH3:64])=[C:41]([NH:40][S:37]([C:34]3[CH:33]=[CH:32][C:31]([O:30][CH3:29])=[CH:36][CH:35]=3)(=[O:39])=[O:38])[CH:49]=2)=[C:4]([NH:8][C@H:9]([C:11]2[N:16]([C:17]3[CH:22]=[CH:21][CH:20]=[CH:19][CH:18]=3)[C:15](=[O:23])[C:14]3=[C:24]([CH3:27])[CH:25]=[CH:26][N:13]3[N:12]=2)[CH3:10])[N:5]=[CH:6][N:7]=1. The yield is 0.600. (5) The catalyst is C(O)(C)C.[Pd]. The yield is 0.0600. The reactants are C([CH2:8][NH:9][CH2:10][CH2:11][C:12]1[CH:17]=[CH:16][C:15]([CH2:18][CH2:19][CH2:20][N:21]2[CH2:25][CH2:24][C@@H:23]([C:26]([C:36]3[CH:41]=[CH:40][CH:39]=[CH:38][CH:37]=3)([C:30]3[CH:35]=[CH:34][CH:33]=[CH:32][CH:31]=3)[C:27]([NH2:29])=[O:28])[CH2:22]2)=[CH:14][CH:13]=1)C1C=CC=CC=1. The product is [CH3:8][NH:9][CH2:10][CH2:11][C:12]1[CH:13]=[CH:14][C:15]([CH2:18][CH2:19][CH2:20][N:21]2[CH2:25][CH2:24][C@@H:23]([C:26]([C:30]3[CH:31]=[CH:32][CH:33]=[CH:34][CH:35]=3)([C:36]3[CH:37]=[CH:38][CH:39]=[CH:40][CH:41]=3)[C:27]([NH2:29])=[O:28])[CH2:22]2)=[CH:16][CH:17]=1. (6) The reactants are [CH3:1][C:2]1[CH:7]=[C:6]([N+:8]([O-])=O)[CH:5]=[CH:4][C:3]=1[N:11]1[CH2:16][CH2:15][O:14][CH2:13][CH2:12]1.[Cl-].[NH4+]. The catalyst is CO.C(Cl)Cl.[Zn]. The product is [CH3:1][C:2]1[CH:7]=[C:6]([CH:5]=[CH:4][C:3]=1[N:11]1[CH2:16][CH2:15][O:14][CH2:13][CH2:12]1)[NH2:8]. The yield is 0.964. (7) The reactants are O1CCCCC1[O:7][CH2:8][C:9]#[C:10][CH2:11][CH2:12][CH2:13][CH2:14][CH2:15][CH2:16][CH2:17][CH2:18][CH2:19][CH2:20][CH2:21][CH2:22][C:23]([OH:25])=[O:24].[CH3:26]COCC. No catalyst specified. The product is [OH:7][CH2:8][C:9]#[C:10][CH2:11][CH2:12][CH2:13][CH2:14][CH2:15][CH2:16][CH2:17][CH2:18][CH2:19][CH2:20][CH2:21][CH2:22][C:23]([O:25][CH3:26])=[O:24]. The yield is 0.830. (8) The catalyst is O=S(Cl)Cl.C(OCC)C. The reactants are [CH3:1][CH:2]([N:4]1[C:8]([CH2:9]O)=[CH:7][N:6]=[CH:5]1)[CH3:3].C(=O)([O-])[O-].[K+].[K+].[CH3:17][C:18]1[N:23]=[C:22]([SH:24])[N:21]=[C:20]([OH:25])[CH:19]=1.CC(C)=O. The product is [CH3:17][C:18]1[N:23]=[C:22]([S:24][CH2:9][C:8]2[N:4]([CH:2]([CH3:1])[CH3:3])[CH:5]=[N:6][CH:7]=2)[N:21]=[C:20]([OH:25])[CH:19]=1. The yield is 0.320.